Dataset: Forward reaction prediction with 1.9M reactions from USPTO patents (1976-2016). Task: Predict the product of the given reaction. (1) Given the reactants [Cl:1][C:2]1[CH:7]=[CH:6][CH:5]=[CH:4][C:3]=1[C:8](=[O:21])[C:9](=[CH:17][N:18]([CH3:20])C)[C:10]([O:12][C:13]([CH3:16])([CH3:15])[CH3:14])=[O:11].[I:22][C:23]1[CH:29]=[CH:28]C(N)=[CH:25][CH:24]=1, predict the reaction product. The product is: [Cl:1][C:2]1[CH:7]=[CH:6][CH:5]=[CH:4][C:3]=1[C:8](=[O:21])[C:9](=[CH:17][NH:18][C:20]1[CH:28]=[CH:29][C:23]([I:22])=[CH:24][CH:25]=1)[C:10]([O:12][C:13]([CH3:14])([CH3:15])[CH3:16])=[O:11]. (2) Given the reactants [CH3:1][C:2]1[CH:3]([C:8]([O:10][CH2:11][CH3:12])=[O:9])[CH2:4][C:5](=[O:7])[CH:6]=1.O.O.O.O.O.O.O.[Cl-].[Ce+3].[Cl-].[Cl-].[BH4-].[Na+].[NH4+].[Cl-], predict the reaction product. The product is: [OH:7][C@@H:5]1[CH2:4][C@H:3]([C:8]([O:10][CH2:11][CH3:12])=[O:9])[C:2]([CH3:1])=[CH:6]1. (3) Given the reactants B(Br)(Br)Br.[Cl:5][C:6]1[C:15]2[C:10](=[CH:11][C:12]([O:16]C)=[CH:13][CH:14]=2)[CH:9]=[CH:8][C:7]=1[CH2:18][CH:19]1[CH2:23][CH2:22][N:21]([CH:24]2[CH2:29][CH2:28][CH2:27][CH2:26][CH2:25]2)[C:20]1=[O:30].O.CO, predict the reaction product. The product is: [Cl:5][C:6]1[C:15]2[C:10](=[CH:11][C:12]([OH:16])=[CH:13][CH:14]=2)[CH:9]=[CH:8][C:7]=1[CH2:18][CH:19]1[CH2:23][CH2:22][N:21]([CH:24]2[CH2:29][CH2:28][CH2:27][CH2:26][CH2:25]2)[C:20]1=[O:30].